Dataset: Peptide-MHC class II binding affinity with 134,281 pairs from IEDB. Task: Regression. Given a peptide amino acid sequence and an MHC pseudo amino acid sequence, predict their binding affinity value. This is MHC class II binding data. (1) The peptide sequence is QAYAATVAAAPQVKY. The MHC is DRB1_0401 with pseudo-sequence DRB1_0401. The binding affinity (normalized) is 0.646. (2) The peptide sequence is IKLPIILAFATCFLIP. The MHC is DRB1_0802 with pseudo-sequence DRB1_0802. The binding affinity (normalized) is 0.263. (3) The peptide sequence is GELQIVDKIDMAFKI. The MHC is DRB4_0101 with pseudo-sequence DRB4_0103. The binding affinity (normalized) is 0.401. (4) The binding affinity (normalized) is 0.0824. The peptide sequence is LPDWFAFKDCRLCFS. The MHC is DRB1_0101 with pseudo-sequence DRB1_0101. (5) The peptide sequence is LFAAFPSFAGLRPTF. The MHC is DRB1_0901 with pseudo-sequence DRB1_0901. The binding affinity (normalized) is 0.493. (6) The peptide sequence is VGDDSGGFSTTVSTE. The MHC is HLA-DPA10103-DPB10301 with pseudo-sequence HLA-DPA10103-DPB10301. The binding affinity (normalized) is 0.